Task: Predict the reactants needed to synthesize the given product.. Dataset: Full USPTO retrosynthesis dataset with 1.9M reactions from patents (1976-2016) (1) Given the product [CH3:1][O:2][C:3](=[O:17])[C:4]1[CH:5]=[CH:6][C:7]([C:10]2[O:11][C:12]([CH:15]=[C:21]3[S:20][C:19](=[S:18])[N:23]([CH2:24][C:25]4[CH:26]=[C:27]([O:35][CH3:36])[C:28]([O:33][CH3:34])=[C:29]([O:31][CH3:32])[CH:30]=4)[C:22]3=[O:37])=[CH:13][CH:14]=2)=[CH:8][CH:9]=1, predict the reactants needed to synthesize it. The reactants are: [CH3:1][O:2][C:3](=[O:17])[C:4]1[CH:9]=[CH:8][C:7]([C:10]2[O:11][C:12]([CH:15]=O)=[CH:13][CH:14]=2)=[CH:6][CH:5]=1.[S:18]=[C:19]1[N:23]([CH2:24][C:25]2[CH:30]=[C:29]([O:31][CH3:32])[C:28]([O:33][CH3:34])=[C:27]([O:35][CH3:36])[CH:26]=2)[C:22](=[O:37])[CH2:21][S:20]1. (2) Given the product [NH2:1][C:2]1[N:3]=[CH:4][C:5]([C:8]2[C:9]([F:19])=[C:10]([C:11]([CH:14]3[CH2:15][CH2:16][CH2:17]3)=[CH:12][CH:13]=2)[O:18][C:21]2[CH:26]=[C:25]([CH3:27])[N:24]=[C:23]([NH2:28])[N:22]=2)=[N:6][CH:7]=1, predict the reactants needed to synthesize it. The reactants are: [NH2:1][C:2]1[N:3]=[CH:4][C:5]([C:8]2[C:9]([F:19])=[C:10]([OH:18])[C:11]([CH:14]3[CH2:17][CH2:16][CH2:15]3)=[CH:12][CH:13]=2)=[N:6][CH:7]=1.Cl[C:21]1[CH:26]=[C:25]([CH3:27])[N:24]=[C:23]([NH2:28])[N:22]=1.C([O-])([O-])=O.[K+].[K+].C1OCCOCCOCCOCCOCCOC1. (3) Given the product [ClH:1].[Cl:1][C:2]1[CH:3]=[CH:4][C:5]2[O:9][C:8](=[O:10])[N:7]([CH2:11][C:12]([N:19]([CH3:18])[CH2:20][C:21]3[NH:25][C:24]4[CH:26]=[CH:27][C:28]([C:30]([F:33])([F:32])[F:31])=[CH:29][C:23]=4[N:22]=3)=[O:14])[C:6]=2[CH:15]=1, predict the reactants needed to synthesize it. The reactants are: [Cl:1][C:2]1[CH:3]=[CH:4][C:5]2[O:9][C:8](=[O:10])[N:7]([CH2:11][C:12]([OH:14])=O)[C:6]=2[CH:15]=1.Cl.Cl.[CH3:18][NH:19][CH2:20][C:21]1[NH:25][C:24]2[CH:26]=[CH:27][C:28]([C:30]([F:33])([F:32])[F:31])=[CH:29][C:23]=2[N:22]=1.C1C=CC2N(O)N=NC=2C=1.CCN=C=NCCCN(C)C.Cl. (4) Given the product [OH:39][C@H:31]([CH2:30][O:29][C:26]1[CH:27]=[CH:28][C:22]2[S:21][C:20]([CH3:19])=[N:24][C:23]=2[CH:25]=1)[CH2:32][N:33]1[CH2:34][CH2:35][N:36]([CH2:2][C:3]([NH:5][C@@H:6]([C:12]2[CH:17]=[CH:16][C:15]([F:18])=[CH:14][CH:13]=2)[C:7]([O:9][CH2:10][CH3:11])=[O:8])=[O:4])[CH2:37][CH2:38]1, predict the reactants needed to synthesize it. The reactants are: Cl[CH2:2][C:3]([NH:5][C@@H:6]([C:12]1[CH:17]=[CH:16][C:15]([F:18])=[CH:14][CH:13]=1)[C:7]([O:9][CH2:10][CH3:11])=[O:8])=[O:4].[CH3:19][C:20]1[S:21][C:22]2[CH:28]=[CH:27][C:26]([O:29][CH2:30][C@@H:31]([OH:39])[CH2:32][N:33]3[CH2:38][CH2:37][NH:36][CH2:35][CH2:34]3)=[CH:25][C:23]=2[N:24]=1.C(N(C(C)C)CC)(C)C.